Dataset: Orexin1 receptor HTS with 218,158 compounds and 233 confirmed actives. Task: Binary Classification. Given a drug SMILES string, predict its activity (active/inactive) in a high-throughput screening assay against a specified biological target. (1) The compound is O=C(N1CCNCC1)C(n1nnc(C(N)C(C)C)c1)CC(=O)N. The result is 0 (inactive). (2) The compound is OC(CN1CCC(CC1)c1ccccc1)CCCC. The result is 0 (inactive). (3) The compound is s1cc(nc1C)CCN1C(=O)c2c(C1=O)cccc2. The result is 0 (inactive). (4) The molecule is s1c(C2n3c(n(nc3C(OCC)=O)c3ccccc3)=NC(=C2C(OC)=O)C)ccc1. The result is 0 (inactive). (5) The molecule is Clc1n(nc(c1/C=N\NC(=O)CNc1ccc(OC)cc1)C)Cc1ccccc1. The result is 0 (inactive). (6) The molecule is Fc1c(NC(=O)N(CCN2CCOCC2)Cc2cc3c([nH]c2=O)cc(c(c3)C)C)cccc1. The result is 0 (inactive). (7) The molecule is S(=O)(=O)(N1CCCCC1)c1cc(NC(=O)CN2C(CCC2)c2sccc2)ccc1OC. The result is 0 (inactive). (8) The drug is s1c2c(CCC2)c(c1NC(=O)CN1C(=O)C(NC1=O)(CC)C)C(=O)N. The result is 0 (inactive).